This data is from Forward reaction prediction with 1.9M reactions from USPTO patents (1976-2016). The task is: Predict the product of the given reaction. (1) Given the reactants [OH:1][C:2]([CH3:35])([CH3:34])[CH2:3][C@@:4]1([C:28]2[CH:33]=[CH:32][CH:31]=[CH:30][CH:29]=2)[O:9][C:8](=[O:10])[N:7]([C@H:11]([C:13]2[CH:18]=[CH:17][C:16](B3OC(C)(C)C(C)(C)O3)=[CH:15][CH:14]=2)[CH3:12])[CH2:6][CH2:5]1.[CH2:36]([O:38][C:39]([C:41]1([C:44]2[N:45]=[N:46][C:47](Cl)=[CH:48][CH:49]=2)[CH2:43][CH2:42]1)=[O:40])[CH3:37], predict the reaction product. The product is: [CH2:36]([O:38][C:39]([C:41]1([C:44]2[N:45]=[N:46][C:47]([C:16]3[CH:15]=[CH:14][C:13]([C@@H:11]([N:7]4[CH2:6][CH2:5][C@:4]([CH2:3][C:2]([OH:1])([CH3:35])[CH3:34])([C:28]5[CH:33]=[CH:32][CH:31]=[CH:30][CH:29]=5)[O:9][C:8]4=[O:10])[CH3:12])=[CH:18][CH:17]=3)=[CH:48][CH:49]=2)[CH2:43][CH2:42]1)=[O:40])[CH3:37]. (2) Given the reactants [CH:1]1[CH:2]=[C:3]([F:17])[C:4]([CH2:8][N:9]2[N:13]=[N:12][C:11]([C:14](N)=[O:15])=[CH:10]2)=[C:5]([F:7])[CH:6]=1.[F:18][C:19]1[CH:28]=[CH:27][CH:26]=[C:25]([F:29])[C:20]=1[CH2:21][N:22]=[N+:23]=[N-:24].[C:30]([OH:34])(=[O:33])[C:31]#[CH:32], predict the reaction product. The product is: [F:17][C:3]1[CH:2]=[CH:1][CH:6]=[C:5]([F:7])[C:4]=1[CH2:8][N:9]1[CH:10]=[C:11]([C:14]([OH:33])=[O:15])[N:12]=[N:13]1.[F:18][C:19]1[CH:28]=[CH:27][CH:26]=[C:25]([F:29])[C:20]=1[CH2:21][N:22]1[C:31]([C:30]([OH:34])=[O:33])=[CH:32][N:24]=[N:23]1. (3) Given the reactants [NH2:1][C:2]1[S:3][C:4]([C:24]2[CH:29]=[CH:28][N:27]=[C:26](Cl)[N:25]=2)=[C:5]([C:7]2[CH:8]=[C:9]([NH:13][C:14](=[O:23])[C:15]3[C:20]([F:21])=[CH:19][CH:18]=[CH:17][C:16]=3[F:22])[CH:10]=[CH:11][CH:12]=2)[N:6]=1.[O:31]1[C:35]([C:36]2[CH:37]=[C:38]([NH2:42])[CH:39]=[CH:40][CH:41]=2)=[CH:34][N:33]=[CH:32]1, predict the reaction product. The product is: [NH2:1][C:2]1[S:3][C:4]([C:24]2[CH:29]=[CH:28][N:27]=[C:26]([NH:42][C:38]3[CH:39]=[CH:40][CH:41]=[C:36]([C:35]4[O:31][CH:32]=[N:33][CH:34]=4)[CH:37]=3)[N:25]=2)=[C:5]([C:7]2[CH:8]=[C:9]([NH:13][C:14](=[O:23])[C:15]3[C:20]([F:21])=[CH:19][CH:18]=[CH:17][C:16]=3[F:22])[CH:10]=[CH:11][CH:12]=2)[N:6]=1. (4) The product is: [NH2:25][C:14]1[CH:13]=[C:12]([C:4]2[O:3][C:7]3[CH:8]=[CH:9][CH:10]=[CH:11][C:6]=3[CH:5]=2)[CH:24]=[CH:23][C:15]=1[C:16]([O:18][C:19]([CH3:22])([CH3:21])[CH3:20])=[O:17]. Given the reactants CO.[O:3]1[C:7]2[CH:8]=[CH:9][CH:10]=[CH:11][C:6]=2[CH:5]=[C:4]1[C:12]1[CH:24]=[CH:23][C:15]([C:16]([O:18][C:19]([CH3:22])([CH3:21])[CH3:20])=[O:17])=[C:14]([N+:25]([O-])=O)[CH:13]=1, predict the reaction product. (5) Given the reactants [C:1]1(=[O:11])[NH:5][C:4](=[O:6])[C:3]2=[CH:7][CH:8]=[CH:9][CH:10]=[C:2]12.O.[NH2:13]N.O, predict the reaction product. The product is: [NH2:13][N:5]1[C:1](=[O:11])[C:2]2=[CH:10][CH:9]=[CH:8][CH:7]=[C:3]2[C:4]1=[O:6].